From a dataset of Full USPTO retrosynthesis dataset with 1.9M reactions from patents (1976-2016). Predict the reactants needed to synthesize the given product. (1) Given the product [NH2:1][CH2:4][C@@H:5]([NH:12][C:13]([C:15]1[C:19]2[CH2:20][CH2:21][C:22]3[CH:23]=[N:24][C:25]([NH:28][C:29]4[CH:30]=[CH:31][C:32]([N:35]5[CH2:40][CH2:39][N:38]([CH3:41])[CH2:37][CH2:36]5)=[CH:33][CH:34]=4)=[N:26][C:27]=3[C:18]=2[N:17]([CH3:42])[N:16]=1)=[O:14])[C:6]1[CH:11]=[CH:10][CH:9]=[CH:8][CH:7]=1, predict the reactants needed to synthesize it. The reactants are: [N:1]([CH2:4][C@@H:5]([NH:12][C:13]([C:15]1[C:19]2[CH2:20][CH2:21][C:22]3[CH:23]=[N:24][C:25]([NH:28][C:29]4[CH:34]=[CH:33][C:32]([N:35]5[CH2:40][CH2:39][N:38]([CH3:41])[CH2:37][CH2:36]5)=[CH:31][CH:30]=4)=[N:26][C:27]=3[C:18]=2[N:17]([CH3:42])[N:16]=1)=[O:14])[C:6]1[CH:11]=[CH:10][CH:9]=[CH:8][CH:7]=1)=[N+]=[N-].[NH4+].[Cl-]. (2) Given the product [O:20]=[C:19]1[C:18]([CH:17]([NH:16][C:13](=[O:15])[CH3:14])[CH2:25][CH3:26])=[N:11][N:8]=[C:7]([CH:3]2[CH2:4][CH2:5][CH2:6][O:2]2)[NH:9]1, predict the reactants needed to synthesize it. The reactants are: Cl.[O:2]1[CH2:6][CH2:5][CH2:4][CH:3]1[C:7](=[NH:9])[NH2:8].O.[NH2:11]N.[C:13]([NH:16][CH:17]([CH2:25][CH3:26])[C:18](=O)[C:19](OCC)=[O:20])(=[O:15])[CH3:14]. (3) Given the product [OH:9][C:8]1[CH:7]=[CH:6][C:5]([C:17]([CH2:16][C:10]2[CH:15]=[CH:14][CH:13]=[CH:12][CH:11]=2)=[O:18])=[CH:3][C:2]=1[CH3:1], predict the reactants needed to synthesize it. The reactants are: [CH3:1][C:2]1[C:8]([OH:9])=[CH:7][CH:6]=[CH:5][C:3]=1O.[C:10]1([CH2:16][C:17](O)=[O:18])[CH:15]=[CH:14][CH:13]=[CH:12][CH:11]=1. (4) Given the product [ClH:24].[Br:1][C:2]1[N:7]=[C:6]([NH:8][C:9]([C@@H:11]2[CH2:15][C@@H:14]([F:16])[CH2:13][NH:12]2)=[O:10])[CH:5]=[CH:4][CH:3]=1, predict the reactants needed to synthesize it. The reactants are: [Br:1][C:2]1[N:7]=[C:6]([NH:8][C:9]([C@@H:11]2[CH2:15][C@@H:14]([F:16])[CH2:13][N:12]2C(OC(C)(C)C)=O)=[O:10])[CH:5]=[CH:4][CH:3]=1.[ClH:24].